Dataset: Catalyst prediction with 721,799 reactions and 888 catalyst types from USPTO. Task: Predict which catalyst facilitates the given reaction. Reactant: C[O:2][CH2:3][C:4]1[N:9]=[CH:8][N:7]=[C:6]([NH:10]C(=O)OC(C)(C)C)[CH:5]=1.B(Br)(Br)Br. Product: [NH2:10][C:6]1[N:7]=[CH:8][N:9]=[C:4]([CH2:3][OH:2])[CH:5]=1. The catalyst class is: 2.